This data is from Forward reaction prediction with 1.9M reactions from USPTO patents (1976-2016). The task is: Predict the product of the given reaction. (1) Given the reactants [OH:1][C:2]1[CH:7]=[CH:6][C:5]([C:8]2[N:13]=[C:12]([NH:14][C:15]3[CH:23]=[CH:22][C:18]([C:19](O)=[O:20])=[CH:17][C:16]=3[O:24][CH3:25])[CH:11]=[N:10][CH:9]=2)=[CH:4][CH:3]=1.[CH2:26]([N:28]([CH2:31][CH3:32])[CH2:29][CH3:30])[CH3:27].C[N:34](C(ON1N=NC2C=CC=CC1=2)=[N+](C)C)C.[B-](F)(F)(F)F, predict the reaction product. The product is: [CH2:26]([N:28]([CH2:31][CH3:32])[CH2:29][CH2:30][NH:34][C:19](=[O:20])[C:18]1[CH:22]=[CH:23][C:15]([NH:14][C:12]2[CH:11]=[N:10][CH:9]=[C:8]([C:5]3[CH:6]=[CH:7][C:2]([OH:1])=[CH:3][CH:4]=3)[N:13]=2)=[C:16]([O:24][CH3:25])[CH:17]=1)[CH3:27]. (2) Given the reactants [CH3:1][O:2][C:3]1[C:4]([N+:11]([O-])=O)=[C:5]([CH:8]=[CH:9][CH:10]=1)[CH:6]=[O:7].Cl, predict the reaction product. The product is: [CH3:1][O:2][C:3]1[C:4]([NH2:11])=[C:5]([CH:8]=[CH:9][CH:10]=1)[CH:6]=[O:7]. (3) Given the reactants [NH2:1][C:2]1[CH:3]=[C:4]([OH:12])[C:5](=[CH:10][CH:11]=1)[C:6]([O:8][CH3:9])=[O:7].[Br:13][C:14]1[CH:15]=[C:16]([S:24](Cl)(=[O:26])=[O:25])[CH:17]=[C:18]([C:20]([F:23])([F:22])[F:21])[CH:19]=1, predict the reaction product. The product is: [Br:13][C:14]1[CH:15]=[C:16]([S:24]([NH:1][C:2]2[CH:11]=[CH:10][C:5]([C:6]([O:8][CH3:9])=[O:7])=[C:4]([OH:12])[CH:3]=2)(=[O:25])=[O:26])[CH:17]=[C:18]([C:20]([F:22])([F:21])[F:23])[CH:19]=1. (4) The product is: [C:49]([NH:53][C:23]([C:20]1[CH:19]=[CH:18][C:17]([CH2:16][C:13]2[C:12]([CH3:26])=[N:11][N:10]([C:4]3[CH:5]=[CH:6][C:7]([C:8]#[N:9])=[C:2]([Cl:1])[CH:3]=3)[C:14]=2[CH3:15])=[CH:22][N:21]=1)=[O:24])([CH3:52])([CH3:51])[CH3:50]. Given the reactants [Cl:1][C:2]1[CH:3]=[C:4]([N:10]2[C:14]([CH3:15])=[C:13]([CH2:16][C:17]3[CH:18]=[CH:19][C:20]([C:23](O)=[O:24])=[N:21][CH:22]=3)[C:12]([CH3:26])=[N:11]2)[CH:5]=[CH:6][C:7]=1[C:8]#[N:9].Cl.CN(C)CCCN=C=NCC.ON1C2C=CC=CC=2N=N1.[C:49]([NH2:53])([CH3:52])([CH3:51])[CH3:50].S([O-])(O)(=O)=O.[Na+], predict the reaction product.